Dataset: Catalyst prediction with 721,799 reactions and 888 catalyst types from USPTO. Task: Predict which catalyst facilitates the given reaction. (1) Reactant: [Cl:1][C:2]1[CH:7]=[C:6]([O:8][C:9]2[C:18]3[C:13](=[CH:14][C:15]([OH:21])=[C:16]([O:19][CH3:20])[CH:17]=3)[N:12]=[CH:11][N:10]=2)[CH:5]=[CH:4][C:3]=1[NH:22][C:23]([NH:25][CH2:26][CH2:27][CH3:28])=[O:24].C(=O)([O-])[O-].[K+].[K+].[Br:35][CH2:36][CH2:37][CH2:38]Br. Product: [Br:35][CH2:36][CH2:37][CH2:38][O:21][C:15]1[CH:14]=[C:13]2[C:18]([C:9]([O:8][C:6]3[CH:5]=[CH:4][C:3]([NH:22][C:23]([NH:25][CH2:26][CH2:27][CH3:28])=[O:24])=[C:2]([Cl:1])[CH:7]=3)=[N:10][CH:11]=[N:12]2)=[CH:17][C:16]=1[O:19][CH3:20]. The catalyst class is: 9. (2) Reactant: [Br:1][C:2]1[N:3]=[CH:4][C:5]([NH2:8])=[N:6][CH:7]=1.Cl.Cl[CH2:11][CH2:12][N:13]([CH3:15])[CH3:14].[H-].[Na+].[Cl-].[Na+].C. Product: [Br:1][C:2]1[N:3]=[CH:4][C:5]([NH:8][CH2:11][CH2:12][N:13]([CH3:15])[CH3:14])=[N:6][CH:7]=1. The catalyst class is: 42. (3) Reactant: [NH:1]1[CH2:4][CH2:3][C@H:2]1[C:5]([OH:7])=[O:6].CCN(C(C)C)C(C)C.Cl[C:18]([O:20][CH2:21][C:22]1[CH:27]=[CH:26][CH:25]=[CH:24][CH:23]=1)=[O:19]. Product: [CH2:21]([O:20][C:18]([N:1]1[CH2:4][CH2:3][C@H:2]1[C:5]([OH:7])=[O:6])=[O:19])[C:22]1[CH:27]=[CH:26][CH:25]=[CH:24][CH:23]=1. The catalyst class is: 3. (4) Reactant: [I-].[CH3:2][O:3][CH2:4][C@H:5]1[CH2:9][CH2:8][C:7](SC)=[N+:6]1[CH3:12].[C:13]([O:17][C:18](=[O:31])[NH:19][C@@H:20]1[C:28]2[C:23](=[CH:24][CH:25]=[C:26]([NH2:29])[CH:27]=2)[CH2:22][C@H:21]1[OH:30])([CH3:16])([CH3:15])[CH3:14]. Product: [CH3:2][O:3][CH2:4][C@@H:5]1[N:6]([CH3:12])[C:7](=[N:29][C:26]2[CH:27]=[C:28]3[C:23]([CH2:22][C@@H:21]([OH:30])[C@@H:20]3[NH-:19])=[CH:24][CH:25]=2)[CH2:8][CH2:9]1.[C:13]([O:17][C:18](=[O:31])[NH2:19])([CH3:16])([CH3:15])[CH3:14]. The catalyst class is: 17. (5) Reactant: [F:1][C:2]([F:11])([F:10])[C:3]1[N:8]=[C:7]([NH2:9])[CH:6]=[CH:5][CH:4]=1.[H-].[Na+].Br[C:15]1[C:16]2[N:17]([CH:22]=[CH:23][N:24]=2)[N:18]=[C:19]([Cl:21])[CH:20]=1.O. Product: [Cl:21][C:19]1[CH:20]=[C:15]([NH:9][C:7]2[CH:6]=[CH:5][CH:4]=[C:3]([C:2]([F:1])([F:10])[F:11])[N:8]=2)[C:16]2[N:17]([CH:22]=[CH:23][N:24]=2)[N:18]=1. The catalyst class is: 3. (6) Reactant: [OH-].[Na+].[CH3:3][O:4][C:5]1[CH:10]=[CH:9][CH:8]=[C:7]([CH:11]([Cl:16])[C:12](Cl)([Cl:14])[Cl:13])[CH:6]=1. Product: [CH3:3][O:4][C:5]1[CH:10]=[CH:9][CH:8]=[C:7]([C:11]([Cl:16])=[C:12]([Cl:13])[Cl:14])[CH:6]=1. The catalyst class is: 5.